Regression. Given a peptide amino acid sequence and an MHC pseudo amino acid sequence, predict their binding affinity value. This is MHC class I binding data. From a dataset of Peptide-MHC class I binding affinity with 185,985 pairs from IEDB/IMGT. (1) The peptide sequence is YPKIFEDQ. The MHC is H-2-Db with pseudo-sequence H-2-Db. The binding affinity (normalized) is 0. (2) The peptide sequence is VNRWLFRHL. The MHC is HLA-A02:03 with pseudo-sequence HLA-A02:03. The binding affinity (normalized) is 0.0847. (3) The peptide sequence is RIRSERPAF. The MHC is HLA-A11:01 with pseudo-sequence HLA-A11:01. The binding affinity (normalized) is 0.0847. (4) The peptide sequence is HPDIVIYQY. The MHC is HLA-A02:06 with pseudo-sequence HLA-A02:06. The binding affinity (normalized) is 0. (5) The peptide sequence is ETVNFVPNY. The MHC is HLA-A80:01 with pseudo-sequence HLA-A80:01. The binding affinity (normalized) is 0.0847. (6) The peptide sequence is LVSAGIRKV. The MHC is HLA-B35:03 with pseudo-sequence HLA-B35:03. The binding affinity (normalized) is 0. (7) The peptide sequence is SLQDIEITC. The MHC is HLA-A02:01 with pseudo-sequence HLA-A02:01. The binding affinity (normalized) is 0.420.